This data is from Peptide-MHC class II binding affinity with 134,281 pairs from IEDB. The task is: Regression. Given a peptide amino acid sequence and an MHC pseudo amino acid sequence, predict their binding affinity value. This is MHC class II binding data. (1) The peptide sequence is RIDTPDKLTGPFTVR. The MHC is DRB1_1201 with pseudo-sequence DRB1_1201. The binding affinity (normalized) is 0.184. (2) The peptide sequence is TVSLPVGADEDDIKATYDKG. The MHC is DRB1_1501 with pseudo-sequence DRB1_1501. The binding affinity (normalized) is 0.